Task: Predict which catalyst facilitates the given reaction.. Dataset: Catalyst prediction with 721,799 reactions and 888 catalyst types from USPTO (1) Reactant: [Br:1][C:2]1[CH:7]=[CH:6][C:5]([CH2:8][C:9]([OH:11])=O)=[CH:4][CH:3]=1.N1C=CC=CC=1.C(Cl)(=O)C([Cl:21])=O.CN(C=O)C. Product: [Br:1][C:2]1[CH:7]=[CH:6][C:5]([CH2:8][C:9]([Cl:21])=[O:11])=[CH:4][CH:3]=1. The catalyst class is: 28. (2) Reactant: O=[C:2]([CH3:21])[CH2:3][O:4][C:5]([CH:7]1[CH2:10][N:9]([C:11]([O:13][CH2:14][C:15]2[CH:20]=[CH:19][CH:18]=[CH:17][CH:16]=2)=[O:12])[CH2:8]1)=O.C([NH2:25])(=O)C.B(F)(F)F.CCOCC. Product: [CH2:14]([O:13][C:11]([N:9]1[CH2:10][CH:7]([C:5]2[O:4][CH:3]=[C:2]([CH3:21])[N:25]=2)[CH2:8]1)=[O:12])[C:15]1[CH:20]=[CH:19][CH:18]=[CH:17][CH:16]=1. The catalyst class is: 113. (3) Reactant: [N+:1]([C:4]1[CH:5]=[C:6]([CH:17]=[C:18]([N+:20]([O-:22])=[O:21])[CH:19]=1)[C:7]([O:9][CH2:10][CH2:11][CH2:12][CH2:13][CH2:14][CH2:15][OH:16])=[O:8])([O-:3])=[O:2].[F:23][C:24]([F:51])([O:36][C:37]1[CH:42]=[CH:41][C:40]([O:43][CH2:44][CH2:45][CH2:46][C:47]([F:50])([F:49])[F:48])=[CH:39][CH:38]=1)[C:25]1[CH:30]=[CH:29][C:28](/[CH:31]=[CH:32]/[C:33](O)=[O:34])=[CH:27][CH:26]=1.Cl.CN(C)CCCN=C=NCC. Product: [N+:1]([C:4]1[CH:5]=[C:6]([CH:17]=[C:18]([N+:20]([O-:22])=[O:21])[CH:19]=1)[C:7]([O:9][CH2:10][CH2:11][CH2:12][CH2:13][CH2:14][CH2:15][O:16][C:33](=[O:34])/[CH:32]=[CH:31]/[C:28]1[CH:27]=[CH:26][C:25]([C:24]([F:23])([F:51])[O:36][C:37]2[CH:42]=[CH:41][C:40]([O:43][CH2:44][CH2:45][CH2:46][C:47]([F:50])([F:49])[F:48])=[CH:39][CH:38]=2)=[CH:30][CH:29]=1)=[O:8])([O-:3])=[O:2]. The catalyst class is: 119. (4) Reactant: C1COCC1.[CH2:6]=[C:7]([C:9]([O:12][C:13]([C:19]([O:22][C:23]([C:29]([NH2:31])=[O:30])([C:25]([F:28])([F:27])[F:26])[F:24])([F:21])[F:20])([C:15]([F:18])([F:17])[F:16])[F:14])([F:11])[F:10])[F:8].[H-].[Na+].[C:34]([S:59](F)(=[O:61])=[O:60])([C:37]([C:40]([C:43]([C:46]([C:49]([C:52]([C:55]([F:58])([F:57])[F:56])([F:54])[F:53])([F:51])[F:50])([F:48])[F:47])([F:45])[F:44])([F:42])[F:41])([F:39])[F:38])([F:36])[F:35]. Product: [CH2:6]=[C:7]([C:9]([O:12][C:13]([C:19]([O:22][C:23]([C:29]([NH:31][S:59]([C:34]([C:37]([C:40]([C:43]([C:46]([C:49]([C:52]([C:55]([F:56])([F:57])[F:58])([F:53])[F:54])([F:50])[F:51])([F:48])[F:47])([F:45])[F:44])([F:42])[F:41])([F:39])[F:38])([F:36])[F:35])(=[O:61])=[O:60])=[O:30])([C:25]([F:26])([F:27])[F:28])[F:24])([F:20])[F:21])([C:15]([F:18])([F:17])[F:16])[F:14])([F:11])[F:10])[F:8]. The catalyst class is: 6. (5) The catalyst class is: 20. Reactant: C[O:2][C:3](=[O:45])[CH2:4][C@@H:5]1[C@H:7]([C:8]([O:10][C@H:11]2[CH2:28][CH2:27][C@@:26]3([CH3:29])[C@@H:13]([CH2:14][CH2:15][C@:16]4([CH3:40])[C@@H:25]3[CH2:24][CH2:23][C@H:22]3[C@@:17]4([CH3:39])[CH2:18][CH2:19][C@@:20]4([C:36]([OH:38])=[O:37])[CH2:32][CH2:31][C@@H:30]([C:33]([CH3:35])=[CH2:34])[C@@H:21]43)[C:12]2([CH3:42])[CH3:41])=[O:9])[C:6]1([CH3:44])[CH3:43].O.[OH-].[Li+]. Product: [C:3]([CH2:4][C@@H:5]1[C@H:7]([C:8]([O:10][C@H:11]2[CH2:28][CH2:27][C@@:26]3([CH3:29])[C@@H:13]([CH2:14][CH2:15][C@:16]4([CH3:40])[C@@H:25]3[CH2:24][CH2:23][C@H:22]3[C@@:17]4([CH3:39])[CH2:18][CH2:19][C@@:20]4([C:36]([OH:38])=[O:37])[CH2:32][CH2:31][C@@H:30]([C:33]([CH3:35])=[CH2:34])[C@@H:21]43)[C:12]2([CH3:42])[CH3:41])=[O:9])[C:6]1([CH3:44])[CH3:43])([OH:45])=[O:2]. (6) Reactant: O[N:2]=[C:3]([C:6]1[CH:11]=[CH:10][C:9]([O:12][CH3:13])=[CH:8][CH:7]=1)[CH2:4][CH3:5]. Product: [CH3:13][O:12][C:9]1[CH:10]=[CH:11][C:6]([CH:3]([NH2:2])[CH2:4][CH3:5])=[CH:7][CH:8]=1. The catalyst class is: 178. (7) Reactant: Cl.C(OC(=O)[NH:8][C:9]1[CH:14]=[C:13]([F:15])[CH:12]=[C:11]([Cl:16])[CH:10]=1)(C)(C)C. Product: [ClH:16].[Cl:16][C:11]1[CH:10]=[C:9]([CH:14]=[C:13]([F:15])[CH:12]=1)[NH2:8]. The catalyst class is: 169. (8) Product: [Br:1][C:2]1[N:7]=[C:6]2[C:8]([I:11])=[CH:9][N:10]([S:20]([C:17]3[CH:18]=[CH:19][C:14]([CH3:24])=[CH:15][CH:16]=3)(=[O:22])=[O:21])[C:5]2=[N:4][CH:3]=1. Reactant: [Br:1][C:2]1[N:7]=[C:6]2[C:8]([I:11])=[CH:9][NH:10][C:5]2=[N:4][CH:3]=1.[H-].[Na+].[C:14]1([CH3:24])[CH:19]=[CH:18][C:17]([S:20](Cl)(=[O:22])=[O:21])=[CH:16][CH:15]=1. The catalyst class is: 49. (9) Reactant: [S:1]1[CH:5]=[CH:4][CH:3]=[C:2]1[CH:6]1[CH2:11][CH2:10][N:9]([CH2:12][C:13]([C:15]2[CH:16]=[C:17]3[C:22](=[CH:23][CH:24]=2)[NH:21][C:20](=[O:25])[CH2:19][CH2:18]3)=[O:14])[CH2:8][CH2:7]1.[BH4-].[Na+].C(=O)([O-])O.[Na+]. Product: [OH:14][CH:13]([C:15]1[CH:16]=[C:17]2[C:22](=[CH:23][CH:24]=1)[NH:21][C:20](=[O:25])[CH2:19][CH2:18]2)[CH2:12][N:9]1[CH2:10][CH2:11][CH:6]([C:2]2[S:1][CH:5]=[CH:4][CH:3]=2)[CH2:7][CH2:8]1. The catalyst class is: 8. (10) Reactant: I[C:2]1[CH:11]=[CH:10][C:5]2[N:6]=[C:7]([CH3:9])[S:8][C:4]=2[CH:3]=1.[C:12](#[N:15])[CH:13]=[CH2:14].CC([O-])=O.[Na+].CC1C=CC=CC=1P(C1C=CC=CC=1C)C1C=CC=CC=1C. Product: [CH3:9][C:7]1[S:8][C:4]2[CH:3]=[C:2]([CH:14]=[CH:13][C:12]#[N:15])[CH:11]=[CH:10][C:5]=2[N:6]=1. The catalyst class is: 416.